This data is from Aqueous solubility values for 9,982 compounds from the AqSolDB database. The task is: Regression/Classification. Given a drug SMILES string, predict its absorption, distribution, metabolism, or excretion properties. Task type varies by dataset: regression for continuous measurements (e.g., permeability, clearance, half-life) or binary classification for categorical outcomes (e.g., BBB penetration, CYP inhibition). For this dataset (solubility_aqsoldb), we predict Y. (1) The compound is CCCCCCCCCCCCCCCCCCCCCCO. The Y is -5.51 log mol/L. (2) The compound is C=O.CC(C)(C)c1ccc(O)cc1. The Y is -6.49 log mol/L. (3) The molecule is O=[Ti]([O-])[O-].[Sr+2]. The Y is -6.53 log mol/L. (4) The molecule is Cc1ccc(C(C)(C)C)cc1. The Y is -4.47 log mol/L. (5) The drug is CC(O)CN(CC(C)O)CC(C)O. The Y is 0.417 log mol/L. (6) The molecule is ClCC1CO1.OCC#CCO. The Y is 0.778 log mol/L. (7) The compound is O=P([O-])([O-])[O-].O=P([O-])([O-])[O-].[Ca+2].[Ca+2].[Ca+2]. The Y is -4.61 log mol/L.